Dataset: Full USPTO retrosynthesis dataset with 1.9M reactions from patents (1976-2016). Task: Predict the reactants needed to synthesize the given product. Given the product [O:7]=[CH:8][C@@H:9]([C@H:11]([C@@H:13]([C@@H:15]([CH2:17][OH:18])[OH:16])[OH:14])[OH:12])[OH:10].[O:19]=[CH:20][C@@H:21]([C@H:23]([C@@H:25]([CH2:27][OH:28])[OH:26])[OH:24])[OH:22], predict the reactants needed to synthesize it. The reactants are: C(O)(=O)C(C)O.[O:7]=[CH:8][C@@H:9]([C@H:11]([C@@H:13]([C@@H:15]([CH2:17][OH:18])[OH:16])[OH:14])[OH:12])[OH:10].[O:19]=[CH:20][C@@H:21]([C@H:23]([C@@H:25]([CH2:27][OH:28])[OH:26])[OH:24])[OH:22].[OH-].[Na+].